Dataset: Forward reaction prediction with 1.9M reactions from USPTO patents (1976-2016). Task: Predict the product of the given reaction. (1) Given the reactants [CH3:1][S:2][C@H:3]1[CH2:7][NH:6][C@@H:5]2[C@@H:8]([OH:11])[CH2:9][O:10][C@H:4]12.C(=O)([O-])[O-].[Na+].[Na+].[CH:18]1[C:30]2[CH:29]([CH2:31][O:32][C:33](Cl)=[O:34])[C:28]3[C:23](=[CH:24][CH:25]=[CH:26][CH:27]=3)[C:22]=2[CH:21]=[CH:20][CH:19]=1, predict the reaction product. The product is: [OH:11][C@@H:8]1[C@H:5]2[N:6]([C:33]([O:32][CH2:31][CH:29]3[C:28]4[CH:27]=[CH:26][CH:25]=[CH:24][C:23]=4[C:22]4[C:30]3=[CH:18][CH:19]=[CH:20][CH:21]=4)=[O:34])[CH2:7][C@H:3]([S:2][CH3:1])[C@H:4]2[O:10][CH2:9]1. (2) Given the reactants [F:1][C:2]1[CH:3]=[C:4]2[C:8](=[CH:9][CH:10]=1)[NH:7][CH:6]=[C:5]2[CH:11]1[CH2:15][CH2:14][NH:13][CH2:12]1.C([SiH](CC)CC)C.[OH-].[Na+].FC1C=C2C(=CC=1)NCC2C1CCNC1.[Cl:40][C:41]1[CH:50]=[CH:49][C:44]([CH:45]=[CH:46][CH2:47]Cl)=[CH:43][CH:42]=1.C(N(C(C)C)CC)(C)C, predict the reaction product. The product is: [Cl:40][C:41]1[CH:50]=[CH:49][C:44](/[CH:45]=[CH:46]/[CH2:47][N:13]2[CH2:14][CH2:15][CH:11]([CH:5]3[C:4]4[C:8](=[CH:9][CH:10]=[C:2]([F:1])[CH:3]=4)[NH:7][CH2:6]3)[CH2:12]2)=[CH:43][CH:42]=1. (3) Given the reactants [NH3:1].[Cl:2][C:3]1[CH:8]=[CH:7][C:6]([C:9]2[N:13]([C:14]3[CH:19]=[CH:18][C:17]([Cl:20])=[CH:16][C:15]=3[Cl:21])[N:12]=[C:11]([C:22](Cl)=[O:23])[C:10]=2[CH3:25])=[CH:5][CH:4]=1, predict the reaction product. The product is: [Cl:2][C:3]1[CH:8]=[CH:7][C:6]([C:9]2[N:13]([C:14]3[CH:19]=[CH:18][C:17]([Cl:20])=[CH:16][C:15]=3[Cl:21])[N:12]=[C:11]([C:22]([NH2:1])=[O:23])[C:10]=2[CH3:25])=[CH:5][CH:4]=1. (4) Given the reactants Cl.Br[C:3]1[CH:12]=[C:11]2[C:6]([CH:7]=[CH:8][NH:9][C:10]2=[O:13])=[CH:5][C:4]=1[NH2:14].C[C:16]([N:18](C)C)=O, predict the reaction product. The product is: [NH2:14][C:4]1[CH:5]=[C:6]2[C:11](=[CH:12][C:3]=1[C:16]#[N:18])[C:10](=[O:13])[NH:9][CH:8]=[CH:7]2. (5) The product is: [CH3:15][N:16]1[CH:20]=[C:19]([C:2]2[C:7]3[N:8]=[C:9]([S:12][CH3:13])[N:10]=[CH:11][C:6]=3[C:5](=[O:14])[NH:4][CH:3]=2)[CH:18]=[N:17]1. Given the reactants I[C:2]1[C:7]2[N:8]=[C:9]([S:12][CH3:13])[N:10]=[CH:11][C:6]=2[C:5](=[O:14])[NH:4][CH:3]=1.[CH3:15][N:16]1[CH:20]=[C:19](B(O)O)[CH:18]=[N:17]1.O.O.O.P([O-])([O-])([O-])=O.[K+].[K+].[K+].O1CCOCC1, predict the reaction product. (6) Given the reactants [N:1]1[CH:6]=[CH:5][CH:4]=[CH:3][C:2]=1[N:7]1[CH2:12][CH2:11][N:10]([C:13]2[CH:22]=[CH:21][C:16]([C:17]([NH:19][NH2:20])=[O:18])=[CH:15][CH:14]=2)[CH2:9][CH2:8]1.N1C=CC=CC=1.Cl[C:30]([C:32]1[CH:41]=[CH:40][C:35]([C:36]([O:38][CH3:39])=[O:37])=[CH:34][CH:33]=1)=[O:31].O, predict the reaction product. The product is: [N:1]1[CH:6]=[CH:5][CH:4]=[CH:3][C:2]=1[N:7]1[CH2:8][CH2:9][N:10]([C:13]2[CH:22]=[CH:21][C:16]([C:17]([NH:19][NH:20][C:30]([C:32]3[CH:41]=[CH:40][C:35]([C:36]([O:38][CH3:39])=[O:37])=[CH:34][CH:33]=3)=[O:31])=[O:18])=[CH:15][CH:14]=2)[CH2:11][CH2:12]1.